From a dataset of Reaction yield outcomes from USPTO patents with 853,638 reactions. Predict the reaction yield, written as a fraction of the theoretical maximum amount of product (1.0 means a 100% yield; for example, 0.34 means a 34% yield). (1) The reactants are C([O:8][C:9]1[CH:10]=[CH:11][C:12]2[O:17][CH:16]([CH3:18])[CH2:15][NH:14][C:13]=2[CH:19]=1)C1C=CC=CC=1.C([O-])=O.[NH4+]. The catalyst is CO.[OH-].[OH-].[Pd+2]. The product is [CH3:18][CH:16]1[CH2:15][NH:14][C:13]2[CH:19]=[C:9]([OH:8])[CH:10]=[CH:11][C:12]=2[O:17]1. The yield is 0.870. (2) The yield is 0.500. The product is [CH3:1][N:2]([CH3:32])[C:3]([C:5]1[N:26]([CH:27]2[CH2:31][CH2:30][CH2:29][CH2:28]2)[C:8]2[N:9]=[C:10]([NH:13][C:14]3[CH:19]=[CH:18][C:17]([N:20]4[CH2:21][CH2:22][N:23]([CH2:33][C@H:34]([OH:35])[CH2:36][OH:37])[CH2:24][CH2:25]4)=[CH:16][N:15]=3)[N:11]=[CH:12][C:7]=2[CH:6]=1)=[O:4]. The reactants are [CH3:1][N:2]([CH3:32])[C:3]([C:5]1[N:26]([CH:27]2[CH2:31][CH2:30][CH2:29][CH2:28]2)[C:8]2[N:9]=[C:10]([NH:13][C:14]3[CH:19]=[CH:18][C:17]([N:20]4[CH2:25][CH2:24][NH:23][CH2:22][CH2:21]4)=[CH:16][N:15]=3)[N:11]=[CH:12][C:7]=2[CH:6]=1)=[O:4].[CH2:33]1[O:35][C@H:34]1[CH2:36][OH:37]. No catalyst specified. (3) The reactants are [F:1][C:2]([F:7])([F:6])[C:3]([OH:5])=[O:4].[CH2:8]([S:10]([N:13]1[CH2:18][CH2:17][CH:16]([C:19]2[C:27]3[C:22](=[C:23]([C:38]([NH2:40])=[O:39])[CH:24]=[C:25]([C:28]4[CH:33]=[C:32]([CH2:34][NH:35][CH3:36])[CH:31]=[C:30]([F:37])[CH:29]=4)[CH:26]=3)[NH:21][CH:20]=2)[CH2:15][CH2:14]1)(=[O:12])=[O:11])[CH3:9].[CH3:41]N. No catalyst specified. The product is [F:1][C:2]([F:7])([F:6])[C:3]([OH:5])=[O:4].[CH:36]1([NH:35][CH2:34][C:32]2[CH:33]=[C:28]([C:25]3[CH:26]=[C:27]4[C:22](=[C:23]([C:38]([NH2:40])=[O:39])[CH:24]=3)[NH:21][CH:20]=[C:19]4[CH:16]3[CH2:17][CH2:18][N:13]([S:10]([CH2:8][CH3:9])(=[O:11])=[O:12])[CH2:14][CH2:15]3)[CH:29]=[C:30]([F:37])[CH:31]=2)[CH2:3][CH2:2][CH2:41]1. The yield is 0.752. (4) The product is [NH2:15][C:13]1[S:14][CH:10]=[C:9]([C:6]2[CH:7]=[CH:8][C:3]([O:2][CH3:1])=[CH:4][CH:5]=2)[N:12]=1. No catalyst specified. The reactants are [CH3:1][O:2][C:3]1[CH:8]=[CH:7][C:6]([C:9](=O)[CH3:10])=[CH:5][CH:4]=1.[NH2:12][C:13]([NH2:15])=[S:14]. The yield is 0.852. (5) The reactants are [CH3:1][C:2]1[CH:7]=[CH:6][N:5]=[CH:4][C:3]=1[N:8]1[CH2:12][CH2:11][NH:10][C:9]1=[O:13].Br[C:15]1[CH:16]=[CH:17][C:18]([NH:21][C:22](=[O:24])[CH3:23])=[N:19][CH:20]=1.N[C@@H]1CCCC[C@H]1N.P([O-])([O-])([O-])=O.[K+].[K+].[K+]. The catalyst is [Cu](I)I.O1CCOCC1. The product is [CH3:1][C:2]1[CH:7]=[CH:6][N:5]=[CH:4][C:3]=1[N:8]1[CH2:12][CH2:11][N:10]([C:15]2[CH:16]=[CH:17][C:18]([NH:21][C:22](=[O:24])[CH3:23])=[N:19][CH:20]=2)[C:9]1=[O:13]. The yield is 0.400. (6) The yield is 0.850. The product is [N+:1](=[C:4]1[C:16]2[CH:15]=[CH:14][CH:13]=[CH:12][C:11]=2[C:10]2[C:5]1=[CH:6][CH:7]=[CH:8][CH:9]=2)=[N-:2]. The catalyst is C1(C)C=CC=CC=1. The reactants are [N:1]([CH:4]1[C:16]2[CH:15]=[CH:14][CH:13]=[CH:12][C:11]=2[C:10]2[C:5]1=[CH:6][CH:7]=[CH:8][CH:9]=2)=[N+:2]=[N-].P. (7) The reactants are [Cl-].[OH:2][C:3]([CH:5]([C:7]1[CH:16]=[CH:15][C:10]([CH2:11][CH:12]([CH3:14])[CH3:13])=[CH:9][CH:8]=1)[CH3:6])=[O:4].N1C=CC=CC=1.[CH3:23][CH:24]([CH2:26][CH2:27][C@H:28]1[C@:33](O)([C:34]([CH2:36][CH2:37][CH:38]([CH3:40])[CH3:39])=[O:35])[C:32]([OH:42])=[C:31]([C:43]([CH2:45][CH:46]([CH3:48])[CH3:47])=[O:44])[C:29]1=[O:30])[CH3:25]. The catalyst is ClCCl. The product is [CH3:14][CH:12]([CH3:13])[CH2:11][C:10]1[CH:9]=[CH:8][C:7]([CH:5]([CH3:6])[C:3]([O:2][C@:33]2([C:34](=[O:35])[CH2:36][CH2:37][CH:38]([CH3:40])[CH3:39])[C:32](=[O:42])[C:31]([C:43](=[O:44])[CH2:45][CH:46]([CH3:48])[CH3:47])=[C:29]([OH:30])[C@@H:28]2[CH2:27][CH2:26][CH:24]([CH3:23])[CH3:25])=[O:4])=[CH:16][CH:15]=1. The yield is 0.930. (8) The reactants are [CH3:1][O:2][C:3]([C:5]1[CH:13]=[C:12]2[C:8]([C:9]([CH:14]3[CH2:19][CH2:18][CH2:17][CH2:16][CH2:15]3)=[CH:10][NH:11]2)=[CH:7][CH:6]=1)=[O:4].C1C=C[NH+]=CC=1.[Br:26][Br-]Br. The catalyst is C1COCC1.C(Cl)(Cl)Cl. The product is [CH3:1][O:2][C:3]([C:5]1[CH:13]=[C:12]2[C:8]([C:9]([CH:14]3[CH2:19][CH2:18][CH2:17][CH2:16][CH2:15]3)=[C:10]([Br:26])[NH:11]2)=[CH:7][CH:6]=1)=[O:4]. The yield is 0.850. (9) The reactants are Cl.[F:2][CH2:3][CH2:4][N:5]1[CH2:10][CH2:9][CH:8]([C:11](=[NH:15])OCC)[CH2:7][CH2:6]1.CO[CH:18](OC)[CH2:19][NH2:20]. The catalyst is CO. The product is [F:2][CH2:3][CH2:4][N:5]1[CH2:6][CH2:7][CH:8]([C:11]2[NH:15][CH:18]=[CH:19][N:20]=2)[CH2:9][CH2:10]1. The yield is 0.410. (10) The reactants are COC(=O)[O:4][C:5]1[CH:10]=[C:9]([N+:11]([O-:13])=[O:12])[C:8]([C:14]([CH3:17])([CH3:16])[CH3:15])=[CH:7][C:6]=1[C:18]([CH3:21])([CH3:20])[CH3:19].COC(=O)OC1C([N+]([O-])=O)=CC(C(C)(C)C)=CC=1C(C)(C)C.[OH-].[K+].Cl. The catalyst is CO. The product is [C:18]([C:6]1[CH:7]=[C:8]([C:14]([CH3:16])([CH3:15])[CH3:17])[C:9]([N+:11]([O-:13])=[O:12])=[CH:10][C:5]=1[OH:4])([CH3:19])([CH3:20])[CH3:21]. The yield is 0.290.